This data is from Forward reaction prediction with 1.9M reactions from USPTO patents (1976-2016). The task is: Predict the product of the given reaction. Given the reactants Br[CH2:2][C:3]1[N:4]([CH3:28])[C:5]2[C:10]([N:11]=1)=[C:9]([N:12]1[CH2:17][CH2:16][O:15][CH2:14][CH2:13]1)[N:8]=[C:7]([N:18]1[C:22]3[CH:23]=[CH:24][CH:25]=[CH:26][C:21]=3[N:20]=[C:19]1[CH3:27])[N:6]=2.[NH2:29][CH2:30][C:31]1([OH:37])[CH2:36][CH2:35][CH2:34][CH2:33][CH2:32]1, predict the reaction product. The product is: [CH3:28][N:4]1[C:3]([CH2:2][NH:29][CH2:30][C:31]2([OH:37])[CH2:36][CH2:35][CH2:34][CH2:33][CH2:32]2)=[N:11][C:10]2[C:5]1=[N:6][C:7]([N:18]1[C:22]3[CH:23]=[CH:24][CH:25]=[CH:26][C:21]=3[N:20]=[C:19]1[CH3:27])=[N:8][C:9]=2[N:12]1[CH2:17][CH2:16][O:15][CH2:14][CH2:13]1.